From a dataset of NCI-60 drug combinations with 297,098 pairs across 59 cell lines. Regression. Given two drug SMILES strings and cell line genomic features, predict the synergy score measuring deviation from expected non-interaction effect. (1) Drug 1: C1=NC2=C(N1)C(=S)N=CN2. Drug 2: C1CN(CCN1C(=O)CCBr)C(=O)CCBr. Cell line: UACC-257. Synergy scores: CSS=24.7, Synergy_ZIP=-4.80, Synergy_Bliss=2.38, Synergy_Loewe=-1.47, Synergy_HSA=-0.564. (2) Drug 1: CC1=C2C(C(=O)C3(C(CC4C(C3C(C(C2(C)C)(CC1OC(=O)C(C(C5=CC=CC=C5)NC(=O)C6=CC=CC=C6)O)O)OC(=O)C7=CC=CC=C7)(CO4)OC(=O)C)O)C)OC(=O)C. Drug 2: CN1C2=C(C=C(C=C2)N(CCCl)CCCl)N=C1CCCC(=O)O.Cl. Cell line: IGROV1. Synergy scores: CSS=11.4, Synergy_ZIP=-4.34, Synergy_Bliss=-1.56, Synergy_Loewe=-23.5, Synergy_HSA=-1.69. (3) Drug 1: CS(=O)(=O)C1=CC(=C(C=C1)C(=O)NC2=CC(=C(C=C2)Cl)C3=CC=CC=N3)Cl. Drug 2: CCC1(C2=C(COC1=O)C(=O)N3CC4=CC5=C(C=CC(=C5CN(C)C)O)N=C4C3=C2)O.Cl. Cell line: NCI/ADR-RES. Synergy scores: CSS=10.0, Synergy_ZIP=-2.76, Synergy_Bliss=2.12, Synergy_Loewe=-1.69, Synergy_HSA=1.66. (4) Drug 1: CC1=C2C(C(=O)C3(C(CC4C(C3C(C(C2(C)C)(CC1OC(=O)C(C(C5=CC=CC=C5)NC(=O)C6=CC=CC=C6)O)O)OC(=O)C7=CC=CC=C7)(CO4)OC(=O)C)O)C)OC(=O)C. Drug 2: C1CN(P(=O)(OC1)NCCCl)CCCl. Cell line: BT-549. Synergy scores: CSS=53.5, Synergy_ZIP=2.72, Synergy_Bliss=5.00, Synergy_Loewe=-36.3, Synergy_HSA=4.28. (5) Drug 1: C1CCC(CC1)NC(=O)N(CCCl)N=O. Drug 2: C1=CC(=CC=C1CCCC(=O)O)N(CCCl)CCCl. Cell line: OVCAR3. Synergy scores: CSS=40.3, Synergy_ZIP=0.0231, Synergy_Bliss=10.4, Synergy_Loewe=6.67, Synergy_HSA=11.4. (6) Drug 1: C1CCC(C1)C(CC#N)N2C=C(C=N2)C3=C4C=CNC4=NC=N3. Drug 2: CC1CCC2CC(C(=CC=CC=CC(CC(C(=O)C(C(C(=CC(C(=O)CC(OC(=O)C3CCCCN3C(=O)C(=O)C1(O2)O)C(C)CC4CCC(C(C4)OC)OCCO)C)C)O)OC)C)C)C)OC. Cell line: OVCAR-4. Synergy scores: CSS=22.7, Synergy_ZIP=0.872, Synergy_Bliss=0.126, Synergy_Loewe=-16.5, Synergy_HSA=0.127. (7) Drug 1: C1=NC2=C(N=C(N=C2N1C3C(C(C(O3)CO)O)O)F)N. Drug 2: C1CN(CCN1C(=O)CCBr)C(=O)CCBr. Cell line: SNB-75. Synergy scores: CSS=14.3, Synergy_ZIP=-5.22, Synergy_Bliss=-1.50, Synergy_Loewe=-0.937, Synergy_HSA=0.233.